This data is from Catalyst prediction with 721,799 reactions and 888 catalyst types from USPTO. The task is: Predict which catalyst facilitates the given reaction. (1) Reactant: [Cl:1][C:2]1[CH:10]=[CH:9][C:8]2[N:7]([CH2:11][C:12]([OH:14])=O)[C:6]3[CH2:15][CH2:16][N:17]([CH3:19])[CH2:18][C:5]=3[C:4]=2[CH:3]=1.C(Cl)(=O)C(Cl)=O.[C:26]([N:29]1[CH2:34][CH2:33][NH:32][CH2:31][CH2:30]1)(=[O:28])[CH3:27]. Product: [C:26]([N:29]1[CH2:34][CH2:33][N:32]([C:12](=[O:14])[CH2:11][N:7]2[C:8]3[CH:9]=[CH:10][C:2]([Cl:1])=[CH:3][C:4]=3[C:5]3[CH2:18][N:17]([CH3:19])[CH2:16][CH2:15][C:6]2=3)[CH2:31][CH2:30]1)(=[O:28])[CH3:27]. The catalyst class is: 154. (2) Reactant: [ClH:1].C(OC([N:9]1[CH2:13][C@@H:12]([CH3:14])[CH2:11][C@H:10]1[C:15]1[NH:16][C:17]([C:20]2[CH:25]=[CH:24][C:23]([C:26]3[CH:27]=[C:28]4[C:33](=[CH:34][CH:35]=3)[N:32]=[C:31]([C:36]3[NH:40][C:39]([C@@H:41]5[CH2:45][C@H:44]([CH3:46])[CH2:43][N:42]5C(OC(C)(C)C)=O)=[N:38][CH:37]=3)[CH:30]=[CH:29]4)=[CH:22][CH:21]=2)=[CH:18][N:19]=1)=O)(C)(C)C. Product: [ClH:1].[CH3:46][C@@H:44]1[CH2:43][NH:42][C@H:41]([C:39]2[NH:40][C:36]([C:31]3[CH:30]=[CH:29][C:28]4[C:33](=[CH:34][CH:35]=[C:26]([C:23]5[CH:22]=[CH:21][C:20]([C:17]6[NH:16][C:15]([C@@H:10]7[CH2:11][C@H:12]([CH3:14])[CH2:13][NH:9]7)=[N:19][CH:18]=6)=[CH:25][CH:24]=5)[CH:27]=4)[N:32]=3)=[CH:37][N:38]=2)[CH2:45]1. The catalyst class is: 12. (3) Reactant: [Cl:1][C:2]1[CH:3]=[C:4]([C@@H:8]2[C@@H:13]([C:14]3[CH:19]=[CH:18][C:17]([Cl:20])=[CH:16][CH:15]=3)[N:12]([CH2:21][CH:22]3[CH2:24][CH2:23]3)[C:11](=[O:25])[C@@H:10]([CH2:26][C:27]([NH:29][CH2:30][C:31]([O:33]CC)=[O:32])=[O:28])[CH2:9]2)[CH:5]=[CH:6][CH:7]=1.[OH-].[Li+].O.Cl. Product: [Cl:1][C:2]1[CH:3]=[C:4]([C@@H:8]2[C@@H:13]([C:14]3[CH:15]=[CH:16][C:17]([Cl:20])=[CH:18][CH:19]=3)[N:12]([CH2:21][CH:22]3[CH2:23][CH2:24]3)[C:11](=[O:25])[C@@H:10]([CH2:26][C:27]([NH:29][CH2:30][C:31]([OH:33])=[O:32])=[O:28])[CH2:9]2)[CH:5]=[CH:6][CH:7]=1. The catalyst class is: 200. (4) Reactant: C1C=CC(P(C2C=CC=CC=2)C2C=CC=CC=2)=CC=1.[C:20]([Br:24])(Br)(Br)Br.OC[CH2:27][N:28]([C:33]1[CH:34]=[C:35]([CH:40]=[CH:41][C:42]=1[C:43]([F:46])([F:45])[F:44])[C:36]([O:38][CH3:39])=[O:37])[S:29]([CH3:32])(=[O:31])=[O:30]. Product: [Br:24][CH2:20][CH2:27][N:28]([C:33]1[CH:34]=[C:35]([CH:40]=[CH:41][C:42]=1[C:43]([F:45])([F:46])[F:44])[C:36]([O:38][CH3:39])=[O:37])[S:29]([CH3:32])(=[O:30])=[O:31]. The catalyst class is: 2. (5) The catalyst class is: 1. Reactant: C([N-]C(C)C)(C)C.[Li+].[O:9]1[C:13]2([CH2:18][CH2:17][C:16](=[O:19])[CH2:15][CH2:14]2)[O:12][CH2:11][CH2:10]1.[F:20][C:21]([F:41])([F:40])[S:22](N(C1C=CC(Cl)=CN=1)[S:22]([C:21]([F:41])([F:40])[F:20])(=[O:24])=[O:23])(=[O:24])=[O:23]. Product: [F:20][C:21]([F:41])([F:40])[S:22]([O:19][C:16]1[CH2:15][CH2:14][C:13]2([O:12][CH2:11][CH2:10][O:9]2)[CH2:18][CH:17]=1)(=[O:24])=[O:23].